The task is: Predict the reaction yield, written as a fraction of the theoretical maximum amount of product (1.0 means a 100% yield; for example, 0.34 means a 34% yield).. This data is from Reaction yield outcomes from USPTO patents with 853,638 reactions. (1) The reactants are [NH2:1][C:2]1[C:11]([F:12])=[C:10]([F:13])[C:9]([F:14])=[C:8]2[C:3]=1[C:4](=[O:23])[C:5]([C:18]([O:20]CC)=[O:19])=[CH:6][N:7]2[CH:15]1[CH2:17][CH2:16]1.[OH-].[Na+]. No catalyst specified. The product is [NH2:1][C:2]1[C:11]([F:12])=[C:10]([F:13])[C:9]([F:14])=[C:8]2[C:3]=1[C:4](=[O:23])[C:5]([C:18]([OH:20])=[O:19])=[CH:6][N:7]2[CH:15]1[CH2:16][CH2:17]1. The yield is 0.770. (2) The reactants are [Si]([O:18][CH:19]1[CH2:22][N:21]([C:23]2[S:24][CH:25]=[C:26]([C:28]([N:30]3[CH2:35][CH2:34][O:33][CH2:32][CH2:31]3)=[O:29])[N:27]=2)[CH2:20]1)(C(C)(C)C)(C1C=CC=CC=1)C1C=CC=CC=1.[F-].C([N+](CCCC)(CCCC)CCCC)CCC. The catalyst is O1CCCC1. The product is [O:33]1[CH2:32][CH2:31][N:30]([C:28]([C:26]2[N:27]=[C:23]([N:21]3[CH2:22][CH:19]([OH:18])[CH2:20]3)[S:24][CH:25]=2)=[O:29])[CH2:35][CH2:34]1. The yield is 0.970. (3) The reactants are [CH2:1]=[CH:2][CH2:3][CH2:4][CH2:5][CH2:6][CH2:7][CH3:8]. The catalyst is ClCCl. The product is [CH3:1][CH2:2][CH2:3][CH2:4][CH2:5][CH2:6][CH:7]=[CH:8][CH2:1][CH2:2][CH2:3][CH2:4][CH2:5][CH3:6]. The yield is 0.870.